Task: Predict the reaction yield, written as a fraction of the theoretical maximum amount of product (1.0 means a 100% yield; for example, 0.34 means a 34% yield).. Dataset: Reaction yield outcomes from USPTO patents with 853,638 reactions (1) The reactants are [CH2:1]([N:8]1[CH2:15][CH:14]2[CH2:16][CH:10]([CH2:11][N:12](CC3C=CC=CC=3)[CH2:13]2)[CH2:9]1)[C:2]1[CH:7]=[CH:6][CH:5]=[CH:4][CH:3]=1. The catalyst is C(O)C.[Pd]. The product is [CH2:1]([N:8]1[CH2:9][CH:10]2[CH2:16][CH:14]([CH2:13][NH:12][CH2:11]2)[CH2:15]1)[C:2]1[CH:7]=[CH:6][CH:5]=[CH:4][CH:3]=1. The yield is 1.00. (2) The reactants are [Cl:1][C:2]1[N:3]=[C:4](Cl)[C:5]2[CH:10]=[C:9]([CH3:11])[S:8][C:6]=2[N:7]=1.[CH2:13]([NH2:21])[CH2:14][C:15]1[CH:20]=[CH:19][CH:18]=[CH:17][CH:16]=1.C(=O)([O-])[O-].[K+].[K+].O. The product is [Cl:1][C:2]1[N:3]=[C:4]([NH:21][CH2:13][CH2:14][C:15]2[CH:20]=[CH:19][CH:18]=[CH:17][CH:16]=2)[C:5]2[CH:10]=[C:9]([CH3:11])[S:8][C:6]=2[N:7]=1. The catalyst is C(#N)C. The yield is 0.927. (3) The yield is 0.540. The reactants are [CH3:1][C:2]([C:5]1[CH:10]=[C:9]([CH2:11]Br)[CH:8]=[C:7]([C:13]([CH3:16])([CH3:15])[CH3:14])[C:6]=1[OH:17])([CH3:4])[CH3:3].C(=O)([O-])[O-].[K+].[K+].[N+:24]([C:27]1[CH:32]=[CH:31][C:30]([N:33]2[CH2:38][CH2:37][NH:36][CH2:35][CH2:34]2)=[CH:29][CH:28]=1)([O-:26])=[O:25]. The catalyst is CN(C=O)C.ClCCl. The product is [CH3:1][C:2]([C:5]1[CH:10]=[C:9]([CH2:11][N:36]2[CH2:37][CH2:38][N:33]([C:30]3[CH:29]=[CH:28][C:27]([N+:24]([O-:26])=[O:25])=[CH:32][CH:31]=3)[CH2:34][CH2:35]2)[CH:8]=[C:7]([C:13]([CH3:16])([CH3:15])[CH3:14])[C:6]=1[OH:17])([CH3:4])[CH3:3].